From a dataset of Full USPTO retrosynthesis dataset with 1.9M reactions from patents (1976-2016). Predict the reactants needed to synthesize the given product. (1) Given the product [Cl:19][CH2:17][C:10]1[C:11]([CH3:16])=[N:12][C:13]([O:14][CH3:15])=[C:8]([C:4]2[CH:5]=[CH:6][CH:7]=[C:2]([Cl:1])[CH:3]=2)[CH:9]=1, predict the reactants needed to synthesize it. The reactants are: [Cl:1][C:2]1[CH:3]=[C:4]([C:8]2[CH:9]=[C:10]([CH2:17]O)[C:11]([CH3:16])=[N:12][C:13]=2[O:14][CH3:15])[CH:5]=[CH:6][CH:7]=1.[Cl:19]C1C=C(C2C(OC)=NC(C)=C(C=2)C=O)C=CC=1.[BH4-].[Na+]. (2) The reactants are: Cl[C:2]([O:4][CH2:5][Cl:6])=[O:3].[CH2:7]([OH:13])[CH2:8][CH2:9][CH2:10][CH2:11][CH3:12].N1C=CC=CC=1.Cl. Given the product [C:2](=[O:3])([O:4][CH2:5][Cl:6])[O:13][CH2:7][CH2:8][CH2:9][CH2:10][CH2:11][CH3:12], predict the reactants needed to synthesize it.